From a dataset of Peptide-MHC class I binding affinity with 185,985 pairs from IEDB/IMGT. Regression. Given a peptide amino acid sequence and an MHC pseudo amino acid sequence, predict their binding affinity value. This is MHC class I binding data. (1) The peptide sequence is KQRKPGGPW. The MHC is HLA-A11:01 with pseudo-sequence HLA-A11:01. The binding affinity (normalized) is 0.213. (2) The peptide sequence is NVMDPMHGA. The MHC is HLA-B51:01 with pseudo-sequence HLA-B51:01. The binding affinity (normalized) is 0.0847. (3) The peptide sequence is ALSEAREHLK. The MHC is HLA-A31:01 with pseudo-sequence HLA-A31:01. The binding affinity (normalized) is 0.207. (4) The peptide sequence is QTDNDIWFW. The MHC is HLA-B46:01 with pseudo-sequence HLA-B46:01. The binding affinity (normalized) is 0.0847. (5) The peptide sequence is VPSHISSLI. The MHC is HLA-B51:01 with pseudo-sequence HLA-B51:01. The binding affinity (normalized) is 0.750. (6) The peptide sequence is SLIPDATHL. The MHC is HLA-A02:01 with pseudo-sequence HLA-A02:01. The binding affinity (normalized) is 0.729. (7) The peptide sequence is LAIPVTMTL. The MHC is HLA-B58:01 with pseudo-sequence HLA-B58:01. The binding affinity (normalized) is 0.972.